Dataset: Full USPTO retrosynthesis dataset with 1.9M reactions from patents (1976-2016). Task: Predict the reactants needed to synthesize the given product. (1) The reactants are: [F:1][C:2]([F:29])([F:28])[C:3]1[C:4]([CH2:19][NH:20]C(=O)OC(C)(C)C)=[N:5][C:6]([C:9]2[CH:10]=[N:11][C:12]([C:15]([F:18])([F:17])[F:16])=[N:13][CH:14]=2)=[N:7][CH:8]=1.[ClH:30]. Given the product [ClH:30].[F:18][C:15]([F:16])([F:17])[C:12]1[N:11]=[CH:10][C:9]([C:6]2[N:5]=[C:4]([CH2:19][NH2:20])[C:3]([C:2]([F:1])([F:29])[F:28])=[CH:8][N:7]=2)=[CH:14][N:13]=1, predict the reactants needed to synthesize it. (2) Given the product [S:18]([Li:20])[Li:19].[O:21]([Li:23])[Li:22].[P:4]12([S:6][P:7]3([S:9][P:10]([S:13][P:14]([S:17]3)([S:16]1)=[S:15])(=[S:11])[S:12]2)=[S:8])=[S:5], predict the reactants needed to synthesize it. The reactants are: [S-2].[Li+].[Li+].[P:4]12([S:16][P:14]3([S:17][P:7]([S:9][P:10]([S:13]3)([S:12]1)=[S:11])(=[S:8])[S:6]2)=[S:15])=[S:5].[S:18]([Li:20])[Li:19].[O:21]([Li:23])[Li:22]. (3) Given the product [Br:1][C:2]1[N:3]=[CH:4][C:5]2[N:6]([C:8]([C:23]3[CH:24]=[CH:25][C:20]([C:18]#[N:19])=[CH:21][CH:22]=3)=[CH:9][N:10]=2)[CH:7]=1, predict the reactants needed to synthesize it. The reactants are: [Br:1][C:2]1[N:3]=[CH:4][C:5]2[N:6]([C:8](I)=[CH:9][N:10]=2)[CH:7]=1.C([O-])([O-])=O.[Na+].[Na+].[C:18]([C:20]1[CH:25]=[CH:24][C:23](B(O)O)=[CH:22][CH:21]=1)#[N:19]. (4) Given the product [NH2:7][C:8]1[CH:9]=[N:10][CH:11]=[CH:12][C:13]=1[C:14]1[C:15]2[O:24][C:23]([CH2:25][N:26]3[CH2:31][CH2:30][N:29]([S:32]([CH3:35])(=[O:34])=[O:33])[CH2:28][C@H:27]3[CH3:36])=[CH:22][C:16]=2[C:17](=[O:21])[N:18]([CH3:20])[CH:19]=1, predict the reactants needed to synthesize it. The reactants are: C(OC(=O)[NH:7][C:8]1[CH:9]=[N:10][CH:11]=[CH:12][C:13]=1[C:14]1[C:15]2[O:24][C:23]([CH2:25][N:26]3[CH2:31][CH2:30][N:29]([S:32]([CH3:35])(=[O:34])=[O:33])[CH2:28][C@H:27]3[CH3:36])=[CH:22][C:16]=2[C:17](=[O:21])[N:18]([CH3:20])[CH:19]=1)(C)(C)C.C(O)(C(F)(F)F)=O.